Dataset: NCI-60 drug combinations with 297,098 pairs across 59 cell lines. Task: Regression. Given two drug SMILES strings and cell line genomic features, predict the synergy score measuring deviation from expected non-interaction effect. Drug 1: CCC1(C2=C(COC1=O)C(=O)N3CC4=CC5=C(C=CC(=C5CN(C)C)O)N=C4C3=C2)O.Cl. Drug 2: C1C(C(OC1N2C=NC(=NC2=O)N)CO)O. Cell line: SNB-19. Synergy scores: CSS=55.3, Synergy_ZIP=-1.28, Synergy_Bliss=-0.341, Synergy_Loewe=-0.130, Synergy_HSA=4.83.